Dataset: Reaction yield outcomes from USPTO patents with 853,638 reactions. Task: Predict the reaction yield, written as a fraction of the theoretical maximum amount of product (1.0 means a 100% yield; for example, 0.34 means a 34% yield). (1) The reactants are [F:1][C:2]1[CH:7]=[CH:6][CH:5]=[CH:4][C:3]=1[S:8]([C:11]1[N:12]=[N:13][C:14]([O:17]C)=[CH:15][CH:16]=1)(=[O:10])=[O:9].Cl.[OH-].[Na+]. The catalyst is O. The product is [F:1][C:2]1[CH:7]=[CH:6][CH:5]=[CH:4][C:3]=1[S:8]([C:11]1[CH:16]=[CH:15][C:14](=[O:17])[NH:13][N:12]=1)(=[O:9])=[O:10]. The yield is 0.450. (2) The product is [Br:25][C:26]1[CH:27]=[C:28]2[C:35]([C:36]([NH:2][CH3:1])=[O:37])=[C:34]([C:39]3[CH:44]=[CH:43][C:42]([F:45])=[CH:41][CH:40]=3)[O:33][C:29]2=[N:30][C:31]=1[Cl:32]. The catalyst is CN(C=O)C.CCOC(C)=O.Cl. The reactants are [CH3:1][N:2](C(ON1N=NC2C=CC=NC1=2)=[N+](C)C)C.F[P-](F)(F)(F)(F)F.[Br:25][C:26]1[CH:27]=[C:28]2[C:35]([C:36](O)=[O:37])=[C:34]([C:39]3[CH:44]=[CH:43][C:42]([F:45])=[CH:41][CH:40]=3)[O:33][C:29]2=[N:30][C:31]=1[Cl:32].Cl.CN.CCN(C(C)C)C(C)C. The yield is 0.920. (3) The reactants are I[C:2]1[CH:3]=[CH:4][C:5]2[CH:18]3[CH2:19][CH:16]([CH2:17]3)[C:8]3[N:9]([CH3:15])[C:10]([C:12]([NH2:14])=[O:13])=[N:11][C:7]=3[C:6]=2[CH:20]=1.[CH3:21][C:22]([OH:26])([C:24]#[CH:25])[CH3:23]. The catalyst is N1CCCCC1.[Cu]I.C1C=CC([P]([Pd]([P](C2C=CC=CC=2)(C2C=CC=CC=2)C2C=CC=CC=2)([P](C2C=CC=CC=2)(C2C=CC=CC=2)C2C=CC=CC=2)[P](C2C=CC=CC=2)(C2C=CC=CC=2)C2C=CC=CC=2)(C2C=CC=CC=2)C2C=CC=CC=2)=CC=1. The product is [OH:26][C:22]([CH3:23])([CH3:21])[C:24]#[C:25][C:2]1[CH:3]=[CH:4][C:5]2[CH:18]3[CH2:19][CH:16]([CH2:17]3)[C:8]3[N:9]([CH3:15])[C:10]([C:12]([NH2:14])=[O:13])=[N:11][C:7]=3[C:6]=2[CH:20]=1. The yield is 0.0400.